This data is from Forward reaction prediction with 1.9M reactions from USPTO patents (1976-2016). The task is: Predict the product of the given reaction. (1) Given the reactants [Cl:1][C:2]1[C:11]2[C:6](=[CH:7][CH:8]=[CH:9][CH:10]=2)[CH:5]=[CH:4][C:3]=1[O:12][CH2:13][C:14]([CH3:17])([NH2:16])[CH3:15].[CH3:18][N:19]1[CH:23]=[CH:22][CH:21]=[C:20]1[CH:24]=O, predict the reaction product. The product is: [Cl:1][C:2]1[C:11]2[C:6](=[CH:7][CH:8]=[CH:9][CH:10]=2)[CH:5]=[CH:4][C:3]=1[O:12][CH2:13][C:14]([CH3:17])([NH:16][CH2:24][C:20]1[N:19]([CH3:18])[CH:23]=[CH:22][CH:21]=1)[CH3:15]. (2) Given the reactants [Br:1][C:2]1[CH:3]=[C:4]2[C:9]([NH:10][C@@H:11]3[CH2:16][CH2:15][N:14](C(OC(C)(C)C)=O)[CH2:13][C@H:12]3[CH2:24][CH3:25])=[C:8]([C:26](=[O:28])[NH2:27])[CH:7]=[N:6][N:5]2[CH:29]=1.FC(F)(F)C(O)=O, predict the reaction product. The product is: [Br:1][C:2]1[CH:3]=[C:4]2[C:9]([NH:10][C@@H:11]3[CH2:16][CH2:15][NH:14][CH2:13][C@H:12]3[CH2:24][CH3:25])=[C:8]([C:26]([NH2:27])=[O:28])[CH:7]=[N:6][N:5]2[CH:29]=1. (3) Given the reactants Cl[C:2]1[C:11]([CH3:12])=[C:10]([Cl:13])[C:9]2[C:4](=[CH:5][C:6]([F:15])=[CH:7][C:8]=2[F:14])[N:3]=1.[CH3:16][N:17]1[C:25]2[C:20](=[CH:21][C:22](B3OC(C)(C)C(C)(C)O3)=[CH:23][CH:24]=2)[CH:19]=[CH:18]1.C(=O)([O-])[O-].[K+].[K+], predict the reaction product. The product is: [Cl:13][C:10]1[C:9]2[C:4](=[CH:5][C:6]([F:15])=[CH:7][C:8]=2[F:14])[N:3]=[C:2]([C:22]2[CH:21]=[C:20]3[C:25](=[CH:24][CH:23]=2)[N:17]([CH3:16])[CH:18]=[CH:19]3)[C:11]=1[CH3:12]. (4) Given the reactants Br[C:2]1[CH:7]=[CH:6][CH:5]=[CH:4][N:3]=1.[CH2:8]([O:10][C@H:11]1[CH2:15][NH:14][CH2:13][C@H:12]1[NH:16][C:17]1[C:22]([CH2:23][CH3:24])=[N:21][C:20]([C:25]2[CH:30]=[CH:29][C:28]([O:31][CH3:32])=[CH:27][C:26]=2[CH3:33])=[C:19]([CH2:34][CH3:35])[N:18]=1)[CH3:9], predict the reaction product. The product is: [CH2:8]([O:10][C@H:11]1[CH2:15][N:14]([C:2]2[CH:7]=[CH:6][CH:5]=[CH:4][N:3]=2)[CH2:13][C@H:12]1[NH:16][C:17]1[C:22]([CH2:23][CH3:24])=[N:21][C:20]([C:25]2[CH:30]=[CH:29][C:28]([O:31][CH3:32])=[CH:27][C:26]=2[CH3:33])=[C:19]([CH2:34][CH3:35])[N:18]=1)[CH3:9]. (5) Given the reactants C(=O)([O-])[O-].[K+].[K+].C1(P(C2C=CC=CC=2)C2C=CC=CC=2)C=CC=CC=1.Br[C:27]1[CH:34]=[CH:33][C:30]([C:31]#[N:32])=[CH:29][CH:28]=1.[CH2:35]([OH:39])[CH2:36][C:37]#[CH:38], predict the reaction product. The product is: [C:31]([C:30]1[CH:33]=[CH:34][C:27]([C:38]#[C:37][CH2:36][CH2:35][OH:39])=[CH:28][CH:29]=1)#[N:32]. (6) Given the reactants [NH2:1][CH2:2][C:3]1[CH:8]=[CH:7][C:6]([CH:9]2[N:12]([C:13]3[CH:18]=[CH:17][C:16]([F:19])=[CH:15][CH:14]=3)[C:11](=[O:20])[CH:10]2[CH2:21][CH2:22][CH:23]([C:25]2[CH:30]=[CH:29][C:28]([F:31])=[CH:27][CH:26]=2)[OH:24])=[CH:5][CH:4]=1.[OH:32][CH:33]([CH:47]([OH:54])[CH:48]([OH:53])[CH:49]([OH:52])[CH2:50][OH:51])[C:34]([NH:36][CH2:37][CH2:38][O:39][CH2:40][CH2:41][O:42][CH2:43][C:44](O)=[O:45])=[O:35].C(N=C=NC(C)C)(C)C.OC1C2N=NNC=2C=CC=1, predict the reaction product. The product is: [F:19][C:16]1[CH:15]=[CH:14][C:13]([N:12]2[C:11](=[O:20])[CH:10]([CH2:21][CH2:22][CH:23]([C:25]3[CH:26]=[CH:27][C:28]([F:31])=[CH:29][CH:30]=3)[OH:24])[CH:9]2[C:6]2[CH:7]=[CH:8][C:3]([CH2:2][NH:1][C:44]([CH2:43][O:42][CH2:41][CH2:40][O:39][CH2:38][CH2:37][NH:36][C:34](=[O:35])[CH:33]([OH:32])[CH:47]([OH:54])[CH:48]([OH:53])[CH:49]([OH:52])[CH2:50][OH:51])=[O:45])=[CH:4][CH:5]=2)=[CH:18][CH:17]=1. (7) Given the reactants [CH3:1][C:2]1([CH3:32])[C:6]2[C:7]([O:11][C:12]3[N:17]=[CH:16][C:15]([NH:18][C:19](=[O:31])[C:20]([NH:23]C(=O)OC(C)(C)C)([CH3:22])[CH3:21])=[CH:14][CH:13]=3)=[CH:8][CH:9]=[CH:10][C:5]=2[O:4][CH2:3]1.C(O)(C(F)(F)F)=O, predict the reaction product. The product is: [CH3:1][C:2]1([CH3:32])[C:6]2[C:7]([O:11][C:12]3[N:17]=[CH:16][C:15]([NH:18][C:19](=[O:31])[C:20]([CH3:22])([CH3:21])[NH2:23])=[CH:14][CH:13]=3)=[CH:8][CH:9]=[CH:10][C:5]=2[O:4][CH2:3]1.